Dataset: Forward reaction prediction with 1.9M reactions from USPTO patents (1976-2016). Task: Predict the product of the given reaction. Given the reactants [CH:1]([C@@H:4]1[C:10]2[CH:11]=[CH:12][C:13]([C:15](OC)=[O:16])=[CH:14][C:9]=2[O:8][CH2:7][CH2:6][N:5]1[C:19]([CH:21]1[CH2:24][O:23][CH2:22]1)=[O:20])([CH3:3])[CH3:2].[NH2:25][OH:26].[OH-].[Na+], predict the reaction product. The product is: [OH:26][NH:25][C:15]([C:13]1[CH:12]=[CH:11][C:10]2[C@@H:4]([CH:1]([CH3:3])[CH3:2])[N:5]([C:19]([CH:21]3[CH2:24][O:23][CH2:22]3)=[O:20])[CH2:6][CH2:7][O:8][C:9]=2[CH:14]=1)=[O:16].